From a dataset of Catalyst prediction with 721,799 reactions and 888 catalyst types from USPTO. Predict which catalyst facilitates the given reaction. (1) The catalyst class is: 2. Product: [C:1]([NH:9][CH:10]1[C:16](=[O:17])[N:15]2[CH:18]([C:22]([NH:24][CH:25]([CH:35]=[O:36])[CH2:26][CH2:27][C:28]([OH:30])=[O:29])=[O:23])[CH2:19][CH2:20][CH2:21][N:14]2[C:13](=[O:37])[CH2:12][CH2:11]1)(=[O:8])[C:2]1[CH:7]=[CH:6][CH:5]=[CH:4][CH:3]=1. Reactant: [C:1]([NH:9][CH:10]1[C:16](=[O:17])[N:15]2[CH:18]([C:22]([NH:24][CH:25]([CH:35]=[O:36])[CH2:26][CH2:27][C:28]([O:30]C(C)(C)C)=[O:29])=[O:23])[CH2:19][CH2:20][CH2:21][N:14]2[C:13](=[O:37])[CH2:12][CH2:11]1)(=[O:8])[C:2]1[CH:7]=[CH:6][CH:5]=[CH:4][CH:3]=1.FC(F)(F)C(O)=O. (2) Reactant: [CH2:1]([NH:8][C:9]1[S:10][C:11]([C:14]([NH:16][C:17]2[CH:21]=[C:20]([C:22]3[CH:27]=[CH:26][C:25]([F:28])=[CH:24][CH:23]=3)[NH:19][N:18]=2)=O)=[CH:12][N:13]=1)[C:2]1[CH:7]=[CH:6][CH:5]=[CH:4][CH:3]=1. Product: [CH2:1]([NH:8][C:9]1[S:10][C:11]([CH2:14][NH:16][C:17]2[CH:21]=[C:20]([C:22]3[CH:23]=[CH:24][C:25]([F:28])=[CH:26][CH:27]=3)[NH:19][N:18]=2)=[CH:12][N:13]=1)[C:2]1[CH:7]=[CH:6][CH:5]=[CH:4][CH:3]=1. The catalyst class is: 1.